This data is from Reaction yield outcomes from USPTO patents with 853,638 reactions. The task is: Predict the reaction yield, written as a fraction of the theoretical maximum amount of product (1.0 means a 100% yield; for example, 0.34 means a 34% yield). (1) The reactants are [NH2:1][CH:2]1[CH2:6][N:5]([C:7]2[CH:8]=[CH:9][C:10]3[O:15][CH2:14][C:13](=[O:16])[NH:12][C:11]=3[CH:17]=2)[C:4](=[O:18])[CH2:3]1.[CH3:19][O:20][C:21]1[CH:22]=[CH:23][C:24]2[N:29]=[CH:28][C:27](=[O:30])[N:26]([CH2:31][CH2:32][CH2:33][CH:34]=O)[C:25]=2[N:36]=1.S([O-])([O-])(=O)=O.[Na+].[Na+].C(O[BH-](OC(=O)C)OC(=O)C)(=O)C.[Na+].C(=O)([O-])O.[Na+]. The catalyst is CN(C)C=O.ClCCl. The product is [CH3:19][O:20][C:21]1[CH:22]=[CH:23][C:24]2[N:29]=[CH:28][C:27](=[O:30])[N:26]([CH2:31][CH2:32][CH2:33][CH2:34][NH:1][CH:2]3[CH2:3][C:4](=[O:18])[N:5]([C:7]4[CH:8]=[CH:9][C:10]5[O:15][CH2:14][C:13](=[O:16])[NH:12][C:11]=5[CH:17]=4)[CH2:6]3)[C:25]=2[N:36]=1. The yield is 0.180. (2) The reactants are O.[OH-].[Li+].[C:4]([CH2:6][C:7]1([N:22]2[CH:26]=[C:25]([C:27]3[CH:32]=[CH:31][N:30]=[C:29]4[NH:33][CH:34]=[CH:35][C:28]=34)[CH:24]=[N:23]2)[CH2:10][N:9]([C:11]2[CH:20]=[CH:19][C:14]([C:15]([O:17]C)=[O:16])=[CH:13][C:12]=2[F:21])[CH2:8]1)#[N:5].Cl. The catalyst is CO.O.C1COCC1. The product is [C:4]([CH2:6][C:7]1([N:22]2[CH:26]=[C:25]([C:27]3[CH:32]=[CH:31][N:30]=[C:29]4[NH:33][CH:34]=[CH:35][C:28]=34)[CH:24]=[N:23]2)[CH2:10][N:9]([C:11]2[CH:20]=[CH:19][C:14]([C:15]([OH:17])=[O:16])=[CH:13][C:12]=2[F:21])[CH2:8]1)#[N:5]. The yield is 0.520. (3) The reactants are [OH-].[Na+].[F:3][C:4]1[CH:11]=[CH:10][C:9]([F:12])=[CH:8][C:5]=1[CH:6]=[O:7].[N+:13]([CH3:16])([O-:15])=[O:14].CC(O)=O. The catalyst is O.CO.C(OCC)(=O)C. The product is [F:3][C:4]1[CH:11]=[CH:10][C:9]([F:12])=[CH:8][C:5]=1[CH:6]([OH:7])[CH2:16][N+:13]([O-:15])=[O:14]. The yield is 0.970. (4) The reactants are B(Br)(Br)Br.[CH:5]([C:8]1[CH:13]=[CH:12][C:11]([O:14]C)=[C:10]([O:16][C:17]2[CH:22]=[CH:21][CH:20]=[CH:19][CH:18]=2)[CH:9]=1)([CH3:7])[CH3:6]. The catalyst is C(Cl)Cl.O. The product is [CH:5]([C:8]1[CH:13]=[CH:12][C:11]([OH:14])=[C:10]([O:16][C:17]2[CH:22]=[CH:21][CH:20]=[CH:19][CH:18]=2)[CH:9]=1)([CH3:7])[CH3:6]. The yield is 0.820. (5) The reactants are [F:1][C:2]1[CH:10]=[CH:9][C:8]([C:11]2[CH:16]=[CH:15][CH:14]=[C:13]([F:17])[CH:12]=2)=[CH:7][C:3]=1[C:4]([OH:6])=O.C(Cl)(C(Cl)=O)=O.[NH2:24][C:25]1[C:26]([CH3:34])=[C:27]([OH:33])[CH:28]=[C:29]([CH3:32])[C:30]=1[F:31].C([O-])(O)=O.[Na+]. The catalyst is C(Cl)Cl.CN(C=O)C.C1COCC1.O. The product is [F:1][C:2]1[CH:10]=[CH:9][C:8]([C:11]2[CH:16]=[CH:15][CH:14]=[C:13]([F:17])[CH:12]=2)=[CH:7][C:3]=1[C:4]([NH:24][C:25]1[C:26]([CH3:34])=[C:27]([OH:33])[CH:28]=[C:29]([CH3:32])[C:30]=1[F:31])=[O:6]. The yield is 0.650.